This data is from Full USPTO retrosynthesis dataset with 1.9M reactions from patents (1976-2016). The task is: Predict the reactants needed to synthesize the given product. Given the product [CH3:8][O:9][C:10](=[O:34])[C@@H:11]([NH:14][C:15]([C:17]1[S:18][C:19]([C:23](=[O:33])[NH:24][CH2:25][C:26]2[CH:31]=[CH:30][CH:29]=[C:28]([OH:32])[CH:27]=2)=[CH:20][C:21]=1[Cl:22])=[O:16])[CH2:12][NH:13][C:67]([C:63]1[S:62][CH:66]=[CH:65][CH:64]=1)=[O:68], predict the reactants needed to synthesize it. The reactants are: FC(F)(F)C(O)=O.[CH3:8][O:9][C:10](=[O:34])[C@@H:11]([NH:14][C:15]([C:17]1[S:18][C:19]([C:23](=[O:33])[NH:24][CH2:25][C:26]2[CH:31]=[CH:30][CH:29]=[C:28]([OH:32])[CH:27]=2)=[CH:20][C:21]=1[Cl:22])=[O:16])[CH2:12][NH2:13].C(N(CC)CC)C.CCOP(ON1N=NC2C=CC=CC=2C1=O)(OCC)=O.[S:62]1[CH:66]=[CH:65][CH:64]=[C:63]1[C:67](O)=[O:68].